This data is from Forward reaction prediction with 1.9M reactions from USPTO patents (1976-2016). The task is: Predict the product of the given reaction. (1) The product is: [O:1]([C:8]1[CH:9]=[C:10]([CH:16]=[CH:17][CH:18]=1)[C:11]([OH:13])=[O:12])[C:2]1[CH:3]=[CH:4][CH:5]=[CH:6][CH:7]=1. Given the reactants [O:1]([C:8]1[CH:9]=[C:10]([CH:16]=[CH:17][CH:18]=1)[C:11]([O:13]CC)=[O:12])[C:2]1[CH:7]=[CH:6][CH:5]=[CH:4][CH:3]=1.[OH-].[Na+], predict the reaction product. (2) Given the reactants [Br:1][C:2]1[C:10]2[C:5]([NH:6][CH:7]=[N:8][C:9]=2[Cl:11])=[N:4][CH:3]=1.O[CH2:13][CH2:14][CH:15]1[CH2:20][CH2:19][N:18]([C:21]([O:23][C:24]([CH3:27])([CH3:26])[CH3:25])=[O:22])[CH2:17][CH2:16]1.C1(P(C2C=CC=CC=2)C2C=CC=CC=2)C=CC=CC=1.CCOC(/N=N/C(OCC)=O)=O, predict the reaction product. The product is: [Br:1][C:2]1[C:10]2[C:9]([Cl:11])=[N:8][CH:7]=[N:6][C:5]=2[N:4]([CH2:13][CH2:14][CH:15]2[CH2:16][CH2:17][N:18]([C:21]([O:23][C:24]([CH3:25])([CH3:27])[CH3:26])=[O:22])[CH2:19][CH2:20]2)[CH:3]=1. (3) Given the reactants [NH2:1][C:2]1[C:3]2[C:10]([C:11]3[CH:16]=[CH:15][CH:14]=[C:13]([O:17][CH2:18][CH:19]4[CH2:23][CH2:22][C:21]([CH3:25])([CH3:24])[O:20]4)[CH:12]=3)=[CH:9][N:8]([C@@H:26]3[CH2:29][C@H:28]([CH2:30]O)[CH2:27]3)[C:4]=2[N:5]=[CH:6][N:7]=1.[F:32][CH:33]1[CH2:38][CH2:37][NH:36][CH2:35][CH2:34]1, predict the reaction product. The product is: [CH3:25][C:21]1([CH3:24])[O:20][CH:19]([CH2:18][O:17][C:13]2[CH:12]=[C:11]([C:10]3[C:3]4[C:2]([NH2:1])=[N:7][CH:6]=[N:5][C:4]=4[N:8]([C@H:26]4[CH2:29][C@@H:28]([CH2:30][N:36]5[CH2:37][CH2:38][CH:33]([F:32])[CH2:34][CH2:35]5)[CH2:27]4)[CH:9]=3)[CH:16]=[CH:15][CH:14]=2)[CH2:23][CH2:22]1. (4) Given the reactants [F:1][C:2]1[CH:3]=[C:4]2[C:9](=[CH:10][C:11]=1[F:12])[NH:8][CH:7]=[C:6]([C:13]#[N:14])[C:5]2=[O:15].[Cl:16][C:17]1[CH:22]=[CH:21][C:20]([CH2:23]Cl)=[CH:19][N:18]=1, predict the reaction product. The product is: [Cl:16][C:17]1[N:18]=[CH:19][C:20]([CH2:23][N:8]2[C:9]3[C:4](=[CH:3][C:2]([F:1])=[C:11]([F:12])[CH:10]=3)[C:5](=[O:15])[C:6]([C:13]#[N:14])=[CH:7]2)=[CH:21][CH:22]=1. (5) Given the reactants [NH2:1][C:2]1[CH:16]=[CH:15][C:5]([C:6]([C:8]2[CH:13]=[CH:12][C:11]([Cl:14])=[CH:10][CH:9]=2)=[O:7])=[CH:4][C:3]=1[CH3:17].[C:18](O[C:18]([O:20][C:21]([CH3:24])([CH3:23])[CH3:22])=[O:19])([O:20][C:21]([CH3:24])([CH3:23])[CH3:22])=[O:19].[C:33](=[O:36])([O-])[O-:34].[K+].[K+], predict the reaction product. The product is: [C:21]([O:20][C:18]([N:1]([C:2]1[CH:16]=[CH:15][C:5]([C:6](=[O:7])[C:8]2[CH:13]=[CH:12][C:11]([Cl:14])=[CH:10][CH:9]=2)=[CH:4][C:3]=1[CH3:17])[C:33](=[O:36])[O:34][C:3]([CH3:17])([CH3:4])[CH3:2])=[O:19])([CH3:24])([CH3:23])[CH3:22].